Dataset: Full USPTO retrosynthesis dataset with 1.9M reactions from patents (1976-2016). Task: Predict the reactants needed to synthesize the given product. (1) Given the product [CH:9]([N:22]1[CH2:25][C:24]2([C:26](=[O:27])[N:28]=[CH:30][N:29]2[CH3:1])[CH2:23]1)([C:10]1[CH:15]=[CH:14][CH:13]=[CH:12][CH:11]=1)[C:16]1[CH:21]=[CH:20][CH:19]=[CH:18][CH:17]=1, predict the reactants needed to synthesize it. The reactants are: [CH3:1]OC(OC)N(C)C.[CH:9]([N:22]1[CH2:25][C:24]([NH:29][CH3:30])([C:26]([NH2:28])=[O:27])[CH2:23]1)([C:16]1[CH:21]=[CH:20][CH:19]=[CH:18][CH:17]=1)[C:10]1[CH:15]=[CH:14][CH:13]=[CH:12][CH:11]=1. (2) Given the product [C:23]([O:22][C:20](=[O:21])[CH2:19][N:10]1[N:6]=[N:7][C:8]([C:11]2[S:15][C:14]([Br:16])=[N:13][CH:12]=2)=[N:9]1)([CH3:26])([CH3:25])[CH3:24], predict the reactants needed to synthesize it. The reactants are: C(OC(=O)C[N:6]1[N:10]=[N:9][C:8]([C:11]2[S:15][C:14]([Br:16])=[N:13][CH:12]=2)=[N:7]1)C.Br[CH2:19][C:20]([O:22][C:23]([CH3:26])([CH3:25])[CH3:24])=[O:21]. (3) Given the product [OH:1][C:2]1[CH:10]=[CH:9][C:5]([C:6]([N:35]([O:36][CH3:37])[CH3:34])=[O:8])=[CH:4][N:3]=1, predict the reactants needed to synthesize it. The reactants are: [OH:1][C:2]1[CH:10]=[CH:9][C:5]([C:6]([OH:8])=O)=[CH:4][N:3]=1.CCN=C=NCCCN(C)C.Cl.C1C=CC2N(O)N=NC=2C=1.Cl.[CH3:34][NH:35][O:36][CH3:37].C(N(CC)C(C)C)(C)C. (4) Given the product [O:23]=[CH:24][C@@H:25]([C@H:27]([C@@H:29]([C@@H:31]([C:33]([OH:35])=[O:34])[OH:32])[OH:30])[OH:28])[OH:26].[O:18]=[CH:16][C@@H:15]([C@H:14]([C@H:13]([C@@H:12]([CH2:11][OH:22])[OH:17])[OH:21])[OH:20])[OH:19].[O:6]=[CH:5][C@@H:4]([C@@H:3]([C@H:2]([C@H:1]([CH3:11])[OH:10])[OH:9])[OH:8])[OH:7].[O:6]=[CH:5][C@H:4]([C@@H:3]([C@@H:2]([CH2:1][OH:10])[OH:9])[OH:8])[OH:7], predict the reactants needed to synthesize it. The reactants are: [CH2:1]([OH:10])[CH:2]([OH:9])[CH:3]([OH:8])[CH:4]([OH:7])[CH:5]=[O:6].[CH2:11]([OH:22])[CH:12]1[O:17][CH:16]([OH:18])[CH:15]([OH:19])[CH:14]([OH:20])[CH:13]1[OH:21].[O:23]=[CH:24][C@@H:25]([C@H:27]([C@@H:29]([C@@H:31]([C:33]([OH:35])=[O:34])[OH:32])[OH:30])[OH:28])[OH:26]. (5) Given the product [C:4]([O:8][C:9]([NH:11][CH2:12][CH:13]([CH2:18][C:19]1[CH:24]=[CH:23][C:22]([Cl:25])=[CH:21][CH:20]=1)[C:14]([OH:16])=[O:15])=[O:10])([CH3:7])([CH3:5])[CH3:6], predict the reactants needed to synthesize it. The reactants are: O[Li].O.[C:4]([O:8][C:9]([NH:11][CH2:12][CH:13]([CH2:18][C:19]1[CH:24]=[CH:23][C:22]([Cl:25])=[CH:21][CH:20]=1)[C:14]([O:16]C)=[O:15])=[O:10])([CH3:7])([CH3:6])[CH3:5].C1COCC1. (6) Given the product [CH2:35]([N:30]([CH2:31][CH2:32][CH2:33][CH3:34])[C:29]([C:3]1[C:2]([Cl:1])=[C:6]([CH3:7])[N:5]([C:8]2[CH:16]=[CH:15][C:11]([C:12](=[O:14])[NH:64][S:61]([C:57]3[CH:56]=[CH:55][C:54]4[C:59](=[CH:60][C:51]([O:50][CH2:49][CH2:48][O:47][Si:40]([C:43]([CH3:46])([CH3:45])[CH3:44])([CH3:41])[CH3:42])=[CH:52][CH:53]=4)[CH:58]=3)(=[O:63])=[O:62])=[CH:10][C:9]=2[C:17]([N:19]2[CH2:28][CH2:27][C:26]3[C:21](=[CH:22][CH:23]=[CH:24][CH:25]=3)[CH2:20]2)=[O:18])[N:4]=1)=[O:39])[CH2:36][CH2:37][CH3:38], predict the reactants needed to synthesize it. The reactants are: [Cl:1][C:2]1[C:3]([C:29](=[O:39])[N:30]([CH2:35][CH2:36][CH2:37][CH3:38])[CH2:31][CH2:32][CH2:33][CH3:34])=[N:4][N:5]([C:8]2[CH:16]=[CH:15][C:11]([C:12]([OH:14])=O)=[CH:10][C:9]=2[C:17]([N:19]2[CH2:28][CH2:27][C:26]3[C:21](=[CH:22][CH:23]=[CH:24][CH:25]=3)[CH2:20]2)=[O:18])[C:6]=1[CH3:7].[Si:40]([O:47][CH2:48][CH2:49][O:50][C:51]1[CH:60]=[C:59]2[C:54]([CH:55]=[CH:56][C:57]([S:61]([NH2:64])(=[O:63])=[O:62])=[CH:58]2)=[CH:53][CH:52]=1)([C:43]([CH3:46])([CH3:45])[CH3:44])([CH3:42])[CH3:41]. (7) Given the product [Cl:19][C:12]1[CH:11]=[CH:10][N:9]=[C:8]2[NH:14][C:5]([CH:1]3[CH2:4][CH2:3][CH2:2]3)=[CH:6][C:7]=12, predict the reactants needed to synthesize it. The reactants are: [CH:1]1([C:5]2[NH:14][C:8]3=[N+:9]([O-])[CH:10]=[CH:11][CH:12]=[C:7]3[CH:6]=2)[CH2:4][CH2:3][CH2:2]1.CS([Cl:19])(=O)=O.[OH-].[Na+]. (8) Given the product [Cl:16][C:5]1[C:4]2[C:8](=[CH:9][CH:10]=[C:2]([F:1])[CH:3]=2)[NH:7][C:6]=1[C:11]([O:13][CH2:14][CH3:15])=[O:12], predict the reactants needed to synthesize it. The reactants are: [F:1][C:2]1[CH:3]=[C:4]2[C:8](=[CH:9][CH:10]=1)[NH:7][C:6]([C:11]([O:13][CH2:14][CH3:15])=[O:12])=[CH:5]2.[Cl:16]N1C(=O)CCC1=O.